This data is from Catalyst prediction with 721,799 reactions and 888 catalyst types from USPTO. The task is: Predict which catalyst facilitates the given reaction. Reactant: [Cl:1][C:2]1[CH:7]=[CH:6][CH:5]=[C:4]([Cl:8])[C:3]=1[CH2:9][S:10]([C:13]1[CH:14]=[C:15]2[C:19](=[CH:20][CH:21]=1)[NH:18][C:17](=[O:22])/[C:16]/2=[CH:23]\[C:24]1[NH:28][C:27]([CH3:29])=[C:26]([C:30](O)=[O:31])[C:25]=1[CH3:33])(=[O:12])=[O:11].C1[CH:35]=[CH:36][C:37]2N(O)N=[N:40][C:38]=2C=1.CCN=C=NCCCN(C)C.[CH:55]1([N:58]2CCN[CH2:60][CH2:59]2)C[CH2:56]1. Product: [CH:37]1([CH2:38][N:40]2[CH2:60][CH2:59][N:58]([C:30]([C:26]3[C:25]([CH3:33])=[C:24](/[CH:23]=[C:16]4\[C:17](=[O:22])[NH:18][C:19]5[C:15]\4=[CH:14][C:13]([S:10]([CH2:9][C:3]4[C:2]([Cl:1])=[CH:7][CH:6]=[CH:5][C:4]=4[Cl:8])(=[O:11])=[O:12])=[CH:21][CH:20]=5)[NH:28][C:27]=3[CH3:29])=[O:31])[CH2:55][CH2:56]2)[CH2:36][CH2:35]1. The catalyst class is: 3.